Dataset: Full USPTO retrosynthesis dataset with 1.9M reactions from patents (1976-2016). Task: Predict the reactants needed to synthesize the given product. (1) Given the product [CH3:3][O:4][C:5]1[CH:6]=[C:7]([CH:8]2[CH2:18][O:9]2)[CH:10]=[CH:11][C:12]=1[N+:13]([O-:15])=[O:14], predict the reactants needed to synthesize it. The reactants are: [H-].[Na+].[CH3:3][O:4][C:5]1[CH:6]=[C:7]([CH:10]=[CH:11][C:12]=1[N+:13]([O-:15])=[O:14])[CH:8]=[O:9].[S].O.[CH3:18]S(C)=O. (2) Given the product [NH2:26][C:23]1[CH:24]=[CH:25][C:20]([O:19][CH:17]([CH3:18])[C:16]([O:15][CH2:14][CH2:13][O:12][C:10](=[O:11])[CH:9]([O:8][C:7]2[CH:6]=[CH:5][C:4]([NH2:1])=[CH:32][CH:31]=2)[CH3:30])=[O:29])=[CH:21][CH:22]=1, predict the reactants needed to synthesize it. The reactants are: [N+:1]([C:4]1[CH:32]=[CH:31][C:7]([O:8][CH:9]([CH3:30])[C:10]([O:12][CH2:13][CH2:14][O:15][C:16](=[O:29])[CH:17]([O:19][C:20]2[CH:25]=[CH:24][C:23]([N+:26]([O-])=O)=[CH:22][CH:21]=2)[CH3:18])=[O:11])=[CH:6][CH:5]=1)([O-])=O.[H][H]. (3) Given the product [CH3:14][O:13][CH:3]([O:2][CH3:1])[C:4]1[C:5]([F:12])=[C:6]([F:11])[C:7]([F:10])=[C:8]([C:15](=[O:21])[C:16]([O:18][CH2:19][CH3:20])=[O:17])[CH:9]=1, predict the reactants needed to synthesize it. The reactants are: [CH3:1][O:2][CH:3]([O:13][CH3:14])[C:4]1[CH:9]=[CH:8][C:7]([F:10])=[C:6]([F:11])[C:5]=1[F:12].[C:15](OCC)(=[O:21])[C:16]([O:18][CH2:19][CH3:20])=[O:17]. (4) Given the product [CH3:1][O:2][C:3](=[O:13])[C:4]1[C:5]([CH2:11][N:15]([CH3:16])[CH3:14])=[CH:6][CH:7]=[CH:8][C:9]=1[Cl:10], predict the reactants needed to synthesize it. The reactants are: [CH3:1][O:2][C:3](=[O:13])[C:4]1[C:9]([Cl:10])=[CH:8][CH:7]=[CH:6][C:5]=1[CH2:11]Br.[CH3:14][NH:15][CH3:16]. (5) Given the product [F:1][C:2]([F:17])([F:18])[C:3]([N:5]1[CH2:6][CH2:7][C:8]2[C:13](=[CH:12][C:11]([N+:14]([O-:16])=[O:15])=[CH:10][CH:9]=2)[CH2:19]1)=[O:4], predict the reactants needed to synthesize it. The reactants are: [F:1][C:2]([F:18])([F:17])[C:3]([NH:5][CH2:6][CH2:7][C:8]1[CH:13]=[CH:12][C:11]([N+:14]([O-:16])=[O:15])=[CH:10][CH:9]=1)=[O:4].[CH2:19]=O.S(=O)(=O)(O)O. (6) Given the product [F:1][C:2]1[CH:10]=[CH:9][C:5]([C:6]([Cl:11])=[N:7][OH:8])=[CH:4][CH:3]=1, predict the reactants needed to synthesize it. The reactants are: [F:1][C:2]1[CH:10]=[CH:9][C:5]([CH:6]=[N:7][OH:8])=[CH:4][CH:3]=1.[Cl:11]N1C(=O)CCC1=O. (7) Given the product [NH:1]1[CH:5]=[N:4][C:3]([CH:6]2[CH2:11][CH2:10][NH:9][CH2:8][CH2:7]2)=[N:2]1, predict the reactants needed to synthesize it. The reactants are: [NH:1]1[CH:5]=[N:4][C:3]([CH:6]2[CH2:11][CH2:10][N:9](C(OCC3C=CC=CC=3)=O)[CH2:8][CH2:7]2)=[N:2]1.